From a dataset of Reaction yield outcomes from USPTO patents with 853,638 reactions. Predict the reaction yield, written as a fraction of the theoretical maximum amount of product (1.0 means a 100% yield; for example, 0.34 means a 34% yield). (1) The reactants are [N:1]1[C:10]2[C:5](=[CH:6][C:7]([CH2:11][N:12]3[C:16]4=[N:17][C:18]([C:21]5[CH:29]=[CH:28][C:24]([C:25](O)=[O:26])=[CH:23][CH:22]=5)=[CH:19][CH:20]=[C:15]4[N:14]=[N:13]3)=[CH:8][CH:9]=2)[CH:4]=[CH:3][CH:2]=1.C1C=CC2N(O)N=NC=2C=1.CCN=C=NCCCN(C)C.Cl.C(N(CC)CC)C.[N:59]1([CH2:65][CH2:66][OH:67])[CH2:64][CH2:63][NH:62][CH2:61][CH2:60]1. The catalyst is CN(C=O)C.O. The product is [OH:67][CH2:66][CH2:65][N:59]1[CH2:64][CH2:63][N:62]([C:25]([C:24]2[CH:23]=[CH:22][C:21]([C:18]3[N:17]=[C:16]4[N:12]([CH2:11][C:7]5[CH:6]=[C:5]6[C:10](=[CH:9][CH:8]=5)[N:1]=[CH:2][CH:3]=[CH:4]6)[N:13]=[N:14][C:15]4=[CH:20][CH:19]=3)=[CH:29][CH:28]=2)=[O:26])[CH2:61][CH2:60]1. The yield is 0.130. (2) The yield is 0.680. The catalyst is C(OC(=O)CC)(=O)CC.CO. The reactants are [CH2:1](C1N=C2NC(=O)NC2=C(C)C=1)[C:2]1C=CC=CC=1.[CH2:19]([C:26]1[CH:31]=[C:30]([CH3:32])[N:29]=[C:28]2[NH:33][C:34](=O)[NH:35][C:27]=12)[C:20]1[CH:25]=[CH:24][CH:23]=[CH:22][CH:21]=1.C(O)(=O)CC.[Cl-].[Mg+2].[Cl-]. The product is [CH2:19]([C:26]1[CH:31]=[C:30]([CH3:32])[N:29]=[C:28]2[NH:33][C:34]([CH2:1][CH3:2])=[N:35][C:27]=12)[C:20]1[CH:25]=[CH:24][CH:23]=[CH:22][CH:21]=1. (3) The reactants are C([O:3][C:4](=[O:22])[C:5]([NH:7][C:8]1[CH:13]=[C:12]([N:14]2[CH2:19][CH2:18][O:17][CH2:16][CH2:15]2)[CH:11]=[CH:10][C:9]=1[O:20][CH3:21])=O)C.P12(SP3(SP(SP(S3)(S1)=S)(=S)S2)=S)=[S:24]. The catalyst is C1(C)C(C)=CC=CC=1. The product is [CH3:21][O:20][C:9]1[CH:10]=[CH:11][C:12]([N:14]2[CH2:19][CH2:18][O:17][CH2:16][CH2:15]2)=[CH:13][C:8]=1[NH:7][C:5](=[S:24])[C:4]([OH:3])=[O:22]. The yield is 0.620. (4) The reactants are C[O:2][C:3](=[O:31])[C:4]1[CH:9]=[CH:8][CH:7]=[C:6]([C:10]2[N:11]([C:16]3[CH:21]=[C:20]([Cl:22])[CH:19]=[CH:18][C:17]=3[O:23][CH2:24][C:25]3[CH:30]=[CH:29][CH:28]=[CH:27][CH:26]=3)[C:12]([CH3:15])=[CH:13][CH:14]=2)[CH:5]=1. The catalyst is C(O)C.[OH-].[Na+].C(OCC)(=O)C. The product is [CH2:24]([O:23][C:17]1[CH:18]=[CH:19][C:20]([Cl:22])=[CH:21][C:16]=1[N:11]1[C:12]([CH3:15])=[CH:13][CH:14]=[C:10]1[C:6]1[CH:5]=[C:4]([CH:9]=[CH:8][CH:7]=1)[C:3]([OH:31])=[O:2])[C:25]1[CH:26]=[CH:27][CH:28]=[CH:29][CH:30]=1. The yield is 0.990. (5) The product is [O:11]=[C:6]1[CH:7]([CH:15]=[O:16])[CH2:8][CH2:9][CH2:10][C:5]21[CH2:1][CH2:2][CH2:3][CH2:4]2. The catalyst is C1(C)C=CC=CC=1. The yield is 0.950. The reactants are [CH2:1]1[C:5]2([CH2:10][CH2:9][CH2:8][CH2:7][C:6]2=[O:11])[CH2:4][CH2:3][CH2:2]1.C[O-].[Na+].[CH:15](OCC)=[O:16].C(OCC)C. (6) The reactants are O=[C:2]1[CH:6]2[CH2:7][N:8]([C:11]([O:13][C:14]([CH3:17])([CH3:16])[CH3:15])=[O:12])[CH2:9][CH2:10][N:5]2C(=O)[O:3]1.[NH2:19][C:20]1[CH:21]=[N:22][CH:23]=[CH:24][CH:25]=1. The catalyst is C1COCC1.O. The product is [N:22]1[CH:23]=[CH:24][CH:25]=[C:20]([NH:19][C:2]([CH:6]2[NH:5][CH2:10][CH2:9][N:8]([C:11]([O:13][C:14]([CH3:15])([CH3:16])[CH3:17])=[O:12])[CH2:7]2)=[O:3])[CH:21]=1. The yield is 0.440. (7) The reactants are C[O:2][C:3](=O)[CH2:4][C:5]([CH3:7])=[O:6].[H-].[Na+].[Li]CCCC.[CH2:16]([O:23][C:24]1[CH:29]=[CH:28][C:27]([CH2:30][CH2:31][C:32]([CH:34]2[CH2:38][CH2:37][CH2:36][CH2:35]2)=[O:33])=[CH:26][CH:25]=1)[C:17]1[CH:22]=[CH:21][CH:20]=[CH:19][CH:18]=1. The catalyst is C1COCC1. The product is [CH2:16]([O:23][C:24]1[CH:25]=[CH:26][C:27]([CH2:30][CH2:31][C:32]2([CH:34]3[CH2:35][CH2:36][CH2:37][CH2:38]3)[O:33][C:3](=[O:2])[CH2:4][C:5](=[O:6])[CH2:7]2)=[CH:28][CH:29]=1)[C:17]1[CH:18]=[CH:19][CH:20]=[CH:21][CH:22]=1. The yield is 0.520. (8) The reactants are [CH3:1][O:2][C:3]1[CH:4]=[C:5]2[C:10](=[CH:11][C:12]=1[O:13][CH3:14])[N:9]=[CH:8][CH:7]=[C:6]2[O:15][C:16]1[CH:22]=[CH:21][C:19]([NH2:20])=[C:18]([CH3:23])[C:17]=1[CH3:24].C1(C)C=CC=CC=1.C(N(CC)CC)C.Cl[C:40](Cl)([O:42]C(=O)OC(Cl)(Cl)Cl)Cl.[CH3:51][CH:52]([CH3:61])[CH:53]([C:55]1[CH:60]=[CH:59][CH:58]=[CH:57][CH:56]=1)[OH:54]. The catalyst is C(Cl)Cl. The product is [CH3:1][O:2][C:3]1[CH:4]=[C:5]2[C:10](=[CH:11][C:12]=1[O:13][CH3:14])[N:9]=[CH:8][CH:7]=[C:6]2[O:15][C:16]1[CH:22]=[CH:21][C:19]([NH:20][C:40](=[O:42])[O:54][CH:53]([C:55]2[CH:60]=[CH:59][CH:58]=[CH:57][CH:56]=2)[CH:52]([CH3:61])[CH3:51])=[C:18]([CH3:23])[C:17]=1[CH3:24]. The yield is 0.520. (9) The reactants are [Br:1][C:2]1[CH:3]=[C:4]([C:8](=O)[C:9]([C:11]2[CH:16]=[CH:15][C:14](OC)=[CH:13]C=2)=O)[CH:5]=[CH:6][CH:7]=1.Cl.[CH3:21][NH:22][C:23]([NH2:25])=[NH:24].[C:26](=[O:29])([O-])[O-].[Na+].[Na+].[O:32]1[CH2:37]COCC1. The catalyst is C(O)C.O. The product is [NH2:25][C:23]1[N:22]([CH3:21])[C:37](=[O:32])[C:8]([C:4]2[CH:5]=[CH:6][CH:7]=[C:2]([Br:1])[CH:3]=2)([C:9]2[CH:11]=[CH:16][C:15]([O:29][CH3:26])=[CH:14][CH:13]=2)[N:24]=1. The yield is 0.940.